From a dataset of Forward reaction prediction with 1.9M reactions from USPTO patents (1976-2016). Predict the product of the given reaction. (1) The product is: [CH3:16][O:15][C:10]1[CH:11]=[C:12]2[C:7](=[CH:8][CH:9]=1)[C:6]1=[CH:17][C:2]([NH:19][C:20]3[CH:21]=[C:22]([S:26]([NH2:29])(=[O:27])=[O:28])[CH:23]=[CH:24][CH:25]=3)=[N:3][C:4](=[O:18])[N:5]1[CH2:14][CH2:13]2. Given the reactants Cl[C:2]1[CH:17]=[C:6]2[C:7]3[C:12]([CH2:13][CH2:14][N:5]2[C:4](=[O:18])[N:3]=1)=[CH:11][C:10]([O:15][CH3:16])=[CH:9][CH:8]=3.[NH2:19][C:20]1[CH:21]=[C:22]([S:26]([NH2:29])(=[O:28])=[O:27])[CH:23]=[CH:24][CH:25]=1, predict the reaction product. (2) Given the reactants [F:1][C:2]1[CH:7]=[C:6]([CH:8]2[CH2:12][CH2:11][O:10][CH2:9]2)[C:5]([OH:13])=[C:4]([CH3:14])[CH:3]=1.Br[CH2:16][C:17]([O:19][CH3:20])=[O:18].C(=O)([O-])[O-].[Cs+].[Cs+].C(=O)([O-])O.[Na+], predict the reaction product. The product is: [F:1][C:2]1[CH:7]=[C:6]([CH:8]2[CH2:12][CH2:11][O:10][CH2:9]2)[C:5]([O:13][CH2:16][C:17]([O:19][CH3:20])=[O:18])=[C:4]([CH3:14])[CH:3]=1. (3) The product is: [Br:1][C:2]1[CH:12]=[C:11]([F:13])[CH:10]=[CH:9][C:3]=1[O:4][CH2:5][C:6]([N:17]([CH:14]([CH3:16])[CH3:15])[NH:18][C:19]([C:21]1[CH:25]=[CH:24][S:23][CH:22]=1)=[O:20])=[O:8]. Given the reactants [Br:1][C:2]1[CH:12]=[C:11]([F:13])[CH:10]=[CH:9][C:3]=1[O:4][CH2:5][C:6]([OH:8])=O.[CH:14]([NH:17][NH:18][C:19]([C:21]1[CH:25]=[CH:24][S:23][CH:22]=1)=[O:20])([CH3:16])[CH3:15].C(N(C(C)C)CC)(C)C.C1CN([P+](Br)(N2CCCC2)N2CCCC2)CC1.F[P-](F)(F)(F)(F)F, predict the reaction product. (4) The product is: [OH:21][CH2:20][C:14]1[CH:15]=[C:16]2[C:11](=[CH:12][CH:13]=1)[C@H:10]([N:8]1[CH:9]=[C:5]([CH2:4][C@@H:3]([NH:23][S:24]([C:27]3[CH:28]=[CH:29][C:30]([CH3:33])=[CH:31][CH:32]=3)(=[O:25])=[O:26])[C:2]([NH2:1])=[O:34])[N:6]=[N:7]1)[CH2:19][CH2:18][CH2:17]2. Given the reactants [NH2:1][C:2](=[O:34])[C@H:3]([NH:23][S:24]([C:27]1[CH:32]=[CH:31][C:30]([CH3:33])=[CH:29][CH:28]=1)(=[O:26])=[O:25])[CH2:4][C:5]1[N:6]=[N:7][N:8]([C@@H:10]2[CH2:19][CH2:18][CH2:17][C:16]3[CH:15]=[C:14]([C:20](O)=[O:21])[CH:13]=[CH:12][C:11]2=3)[CH:9]=1.CC(C[AlH]CC(C)C)C, predict the reaction product. (5) Given the reactants C(OC([N:8]1[CH2:17][CH2:16][C:15]2[C:10](=[CH:11][CH:12]=[CH:13][C:14]=2[O:18][CH2:19][C:20](=[O:34])[N:21]([CH2:27][C:28]2[CH:33]=[CH:32][CH:31]=[CH:30][CH:29]=2)[CH2:22][CH2:23][CH:24]([CH3:26])[CH3:25])[CH2:9]1)=O)(C)(C)C.[ClH:35], predict the reaction product. The product is: [ClH:35].[CH2:27]([N:21]([CH2:22][CH2:23][CH:24]([CH3:26])[CH3:25])[C:20](=[O:34])[CH2:19][O:18][C:14]1[CH:13]=[CH:12][CH:11]=[C:10]2[C:15]=1[CH2:16][CH2:17][NH:8][CH2:9]2)[C:28]1[CH:33]=[CH:32][CH:31]=[CH:30][CH:29]=1. (6) Given the reactants Cl[C:2]1[CH:3]=[C:4]2[C:9](=[C:10]([CH3:12])[N:11]=1)[N:8]=[CH:7][C:6]([C:13]([NH2:15])=[O:14])=[C:5]2[NH:16][C:17]1[C:22]2[CH2:23][CH2:24][O:25][C:21]=2[CH:20]=[CH:19][CH:18]=1.[C:26](=[O:29])(O)[O-:27].[Na+].[C]=O.[CH3:33]O, predict the reaction product. The product is: [NH2:15][C:13]([C:6]1[CH:7]=[N:8][C:9]2[C:4]([C:5]=1[NH:16][C:17]1[C:22]3[CH2:23][CH2:24][O:25][C:21]=3[CH:20]=[CH:19][CH:18]=1)=[CH:3][C:2]([C:26]([O:27][CH3:33])=[O:29])=[N:11][C:10]=2[CH3:12])=[O:14].